The task is: Predict the reactants needed to synthesize the given product.. This data is from Full USPTO retrosynthesis dataset with 1.9M reactions from patents (1976-2016). Given the product [C:2]([C:4]1[C:9]([O:10][CH2:26][CH2:25][Br:24])=[C:8]([O:11][CH3:12])[C:7]2[O:13][CH:14]=[CH:15][C:6]=2[C:5]=1[O:16][CH3:17])(=[O:3])[CH3:1], predict the reactants needed to synthesize it. The reactants are: [CH3:1][C:2]([C:4]1[C:9]([OH:10])=[C:8]([O:11][CH3:12])[C:7]2[O:13][CH:14]=[CH:15][C:6]=2[C:5]=1[O:16][CH3:17])=[O:3].C([O-])([O-])=O.[K+].[K+].[Br:24][CH2:25][CH2:26]Br.